This data is from Reaction yield outcomes from USPTO patents with 853,638 reactions. The task is: Predict the reaction yield, written as a fraction of the theoretical maximum amount of product (1.0 means a 100% yield; for example, 0.34 means a 34% yield). (1) The reactants are [CH2:1]([N:5]1[C:13]2[N:12]=[CH:11][NH:10][C:9]=2[C:8](=[O:14])[N:7]2[CH:15]=[N:16][N:17]=[C:6]12)[CH2:2][CH2:3][CH3:4].[Br:18]N1C(=O)CCC1=O. The catalyst is C1COCC1. The product is [Br:18][C:11]1[NH:10][C:9]2[C:8](=[O:14])[N:7]3[CH:15]=[N:16][N:17]=[C:6]3[N:5]([CH2:1][CH2:2][CH2:3][CH3:4])[C:13]=2[N:12]=1. The yield is 0.0600. (2) The reactants are CO[C:3](=[O:21])[C:4]([OH:20])=[CH:5][C:6](=[O:19])[N:7]([CH2:10][C:11]1[CH:16]=[CH:15][C:14]([F:17])=[C:13]([F:18])[CH:12]=1)[O:8][CH3:9].C=O.CN.ClC1C=C(C=CC=1Cl)[CH2:30][N:31](C)[C:32](C1CN(C)C(=O)C=1O)=O. No catalyst specified. The product is [F:18][C:13]1[CH:12]=[C:11]([CH:16]=[CH:15][C:14]=1[F:17])[CH2:10][N:7]([O:8][CH3:9])[C:6]([C:5]1[CH2:30][N:31]([CH3:32])[C:3](=[O:21])[C:4]=1[OH:20])=[O:19]. The yield is 0.530. (3) The reactants are [OH:1][CH2:2][CH:3]1[CH2:12][N:7]2[CH2:8][CH2:9][NH:10][CH2:11][CH:6]2[CH2:5][CH2:4]1.Cl[C:14]1[C:19]([Cl:20])=[CH:18][C:17]([Cl:21])=[CH:16][N:15]=1.C(=O)([O-])[O-].[Na+].[Na+]. The catalyst is C(O)CC(C)C. The product is [OH:1][CH2:2][CH:3]1[CH2:12][N:7]2[CH2:8][CH2:9][N:10]([C:14]3[C:19]([Cl:20])=[CH:18][C:17]([Cl:21])=[CH:16][N:15]=3)[CH2:11][CH:6]2[CH2:5][CH2:4]1. The yield is 0.800. (4) The reactants are Br[C:2]1[N:7]=[C:6]([C:8]([NH:10][CH3:11])=[O:9])[C:5](=[O:12])[N:4]([C:13]2[CH:18]=[CH:17][CH:16]=[C:15]([C:19]([F:22])([F:21])[F:20])[CH:14]=2)[C:3]=1[CH3:23].[C:24]([C:26]1[CH:31]=[CH:30][C:29]([N:32]2[C:36](B(O)O)=[CH:35][CH:34]=[N:33]2)=[CH:28][CH:27]=1)#[N:25].C([O-])([O-])=O.[Cs+].[Cs+]. The catalyst is COCCOC. The product is [CH3:11][NH:10][C:8]([C:6]1[C:5](=[O:12])[N:4]([C:13]2[CH:18]=[CH:17][CH:16]=[C:15]([C:19]([F:22])([F:21])[F:20])[CH:14]=2)[C:3]([CH3:23])=[C:2]([C:36]2[N:32]([C:29]3[CH:30]=[CH:31][C:26]([C:24]#[N:25])=[CH:27][CH:28]=3)[N:33]=[CH:34][CH:35]=2)[N:7]=1)=[O:9]. The yield is 0.200.